From a dataset of Full USPTO retrosynthesis dataset with 1.9M reactions from patents (1976-2016). Predict the reactants needed to synthesize the given product. (1) Given the product [F:26][C:21]1[CH:20]=[C:19]([CH:24]=[CH:23][C:22]=1[F:25])[CH2:18][O:17][C:14]1[CH:15]=[CH:16][C:11]([N:7]2[CH2:6][CH:5]([CH2:3][OH:2])[CH2:9][C:8]2=[O:10])=[CH:12][CH:13]=1, predict the reactants needed to synthesize it. The reactants are: C[O:2][C:3]([CH:5]1[CH2:9][C:8](=[O:10])[N:7]([C:11]2[CH:16]=[CH:15][C:14]([O:17][CH2:18][C:19]3[CH:24]=[CH:23][C:22]([F:25])=[C:21]([F:26])[CH:20]=3)=[CH:13][CH:12]=2)[CH2:6]1)=O.[BH4-].[Na+].O. (2) The reactants are: [O:1]=[C:2]1[O:8][C@H:7]([C@H:9]([CH2:11][OH:12])[OH:10])[C:5]([OH:6])=[C:3]1[OH:4].[CH3:13][C:14]([CH2:21][CH2:22][CH2:23][CH:24]([CH3:36])[CH2:25][CH2:26][CH2:27][CH:28]([CH3:35])[CH2:29][CH2:30][CH2:31][CH:32]([CH3:34])[CH3:33])=[CH:15][CH2:16][C:17](OC)=[O:18].O. Given the product [CH3:13][C:14]([CH2:21][CH2:22][CH2:23][CH:24]([CH3:36])[CH2:25][CH2:26][CH2:27][CH:28]([CH3:35])[CH2:29][CH2:30][CH2:31][CH:32]([CH3:34])[CH3:33])=[CH:15][CH2:16][C:17]([O:4][C:3]1[C:2]([O:8][C@H:7]([C@H:9]([CH2:11][OH:12])[OH:10])[C:5]=1[OH:6])=[O:1])=[O:18], predict the reactants needed to synthesize it. (3) Given the product [CH3:50][C:48]1[CH:47]=[CH:46][C:45]([S:51][C:52]2[CH:57]=[CH:56][C:55]([OH:58])=[CH:54][CH:53]=2)=[C:44]([NH:43][C:31]2[CH:36]=[CH:35][N:34]=[C:33]3[S:37][C:38]([CH2:40][CH2:41][CH3:42])=[N:39][C:32]=23)[CH:49]=1, predict the reactants needed to synthesize it. The reactants are: C(N1CCN2CCN(CC(C)C)P1N(CC(C)C)CC2)C(C)C.CC(C)([O-])C.[Na+].Cl[C:31]1[CH:36]=[CH:35][N:34]=[C:33]2[S:37][C:38]([CH2:40][CH2:41][CH3:42])=[N:39][C:32]=12.[NH2:43][C:44]1[CH:49]=[C:48]([CH3:50])[CH:47]=[CH:46][C:45]=1[S:51][C:52]1[CH:57]=[CH:56][C:55]([OH:58])=[CH:54][CH:53]=1. (4) Given the product [C:2]([N:5]1[CH2:9][CH2:8][CH2:7][C@H:6]1[C:10]([N:23]1[CH2:24][C@H:20]([CH2:13][C:14]2[CH:15]=[CH:16][CH:17]=[CH:18][CH:19]=2)[CH2:21][C@H:22]1[C:25]([NH:27][C:28]1[CH:33]=[CH:32][C:31]([O:34][C:35]2[CH:36]=[CH:37][C:38]([F:41])=[CH:39][CH:40]=2)=[CH:30][CH:29]=1)=[O:26])=[O:11])(=[O:4])[CH3:3], predict the reactants needed to synthesize it. The reactants are: Cl.[C:2]([N:5]1[CH2:9][CH2:8][CH2:7][C@H:6]1[C:10](O)=[O:11])(=[O:4])[CH3:3].[CH2:13]([C@H:20]1[CH2:24][NH:23][C@H:22]([C:25]([NH:27][C:28]2[CH:33]=[CH:32][C:31]([O:34][C:35]3[CH:40]=[CH:39][C:38]([F:41])=[CH:37][CH:36]=3)=[CH:30][CH:29]=2)=[O:26])[CH2:21]1)[C:14]1[CH:19]=[CH:18][CH:17]=[CH:16][CH:15]=1. (5) Given the product [CH3:17][C:6]([C:5]1[CH:4]=[CH:3][N:2]=[CH:19][N:22]=1)([C:8]1[CH:9]=[CH:10][C:11]([N+:14]([O-:16])=[O:15])=[CH:12][CH:13]=1)[CH3:7], predict the reactants needed to synthesize it. The reactants are: C[N:2]([CH3:19])[CH:3]=[CH:4][C:5](=O)[C:6]([CH3:17])([C:8]1[CH:13]=[CH:12][C:11]([N+:14]([O-:16])=[O:15])=[CH:10][CH:9]=1)[CH3:7].Cl.C(N)=[NH:22].CC[O-].[Na+]. (6) Given the product [Br:1][C:2]1[C:7]([F:8])=[CH:6][C:5]([O:9][CH2:14][CH2:13][C:12]([CH3:27])([OH:11])[CH3:26])=[C:4]([F:10])[CH:3]=1, predict the reactants needed to synthesize it. The reactants are: [Br:1][C:2]1[C:7]([F:8])=[CH:6][C:5]([OH:9])=[C:4]([F:10])[CH:3]=1.[OH:11][C:12]([CH3:27])([CH3:26])[CH2:13][CH2:14]OS(C1C=CC(C)=CC=1)(=O)=O. (7) Given the product [NH2:26][C:20]1[CH:21]=[C:22]2[C:17]([CH:16]=[CH:15][CH:14]=[C:13]2[CH2:12][CH2:11][NH:10][C:8](=[O:9])[CH2:7][C:1]2[CH:6]=[CH:5][CH:4]=[CH:3][CH:2]=2)=[CH:18][CH:19]=1, predict the reactants needed to synthesize it. The reactants are: [C:1]1([CH2:7][C:8]([NH:10][CH2:11][CH2:12][C:13]2[CH:14]=[CH:15][CH:16]=[C:17]3[C:22]=2[CH:21]=[C:20](C(Cl)=O)[CH:19]=[CH:18]3)=[O:9])[CH:6]=[CH:5][CH:4]=[CH:3][CH:2]=1.[N-:26]=[N+]=[N-].[Na+].FC(F)(F)C(O)=O.C(=O)([O-])[O-].[K+].[K+]. (8) Given the product [Br:1][C:2]1[CH:3]=[CH:4][C:5](=[O:8])[N:6]([C:10]2[C:15]([C:16]#[N:17])=[CH:14][CH:13]=[CH:12][N:11]=2)[CH:7]=1, predict the reactants needed to synthesize it. The reactants are: [Br:1][C:2]1[CH:3]=[CH:4][C:5](=[O:8])[NH:6][CH:7]=1.Cl[C:10]1[C:15]([C:16]#[N:17])=[CH:14][CH:13]=[CH:12][N:11]=1.C(=O)([O-])[O-].[Cs+].[Cs+].